Predict the reaction yield, written as a fraction of the theoretical maximum amount of product (1.0 means a 100% yield; for example, 0.34 means a 34% yield). From a dataset of Reaction yield outcomes from USPTO patents with 853,638 reactions. (1) The reactants are [C:1]([Si:5]([CH3:8])([CH3:7])Cl)([CH3:4])([CH3:3])[CH3:2].[OH:9][C:10]1[CH:11]=[C:12]([CH:15]=[CH:16][CH:17]=1)[CH:13]=[O:14].N1C=CN=C1. The catalyst is C(Cl)(Cl)Cl. The product is [Si:5]([O:9][C:10]1[CH:11]=[C:12]([CH:15]=[CH:16][CH:17]=1)[CH:13]=[O:14])([C:1]([CH3:4])([CH3:3])[CH3:2])([CH3:8])[CH3:7]. The yield is 0.540. (2) The reactants are [CH3:1][O:2][C:3](=[O:26])[C:4]1[CH:9]=[CH:8][C:7]([N+:10]([O-])=O)=[CH:6][C:5]=1[NH:13][C:14](=[O:25])[C:15]1[CH:20]=[CH:19][C:18]([C:21]([CH3:24])([CH3:23])[CH3:22])=[CH:17][CH:16]=1. The catalyst is C(OCC)(=O)C.[Pd]. The product is [CH3:1][O:2][C:3](=[O:26])[C:4]1[CH:9]=[CH:8][C:7]([NH2:10])=[CH:6][C:5]=1[NH:13][C:14](=[O:25])[C:15]1[CH:16]=[CH:17][C:18]([C:21]([CH3:22])([CH3:23])[CH3:24])=[CH:19][CH:20]=1. The yield is 0.760. (3) The yield is 0.588. The catalyst is CCOCC.C1COCC1. The reactants are [H-].[Na+].[CH:3]1([NH:6][C:7](=[O:15])[CH2:8][C:9]2[CH:14]=[CH:13][CH:12]=[CH:11][CH:10]=2)[CH2:5][CH2:4]1.[CH2:16](Br)[C:17]#[CH:18].C1(C)C=CC=CC=1. The product is [CH:3]1([N:6]([CH2:18][C:17]#[CH:16])[C:7](=[O:15])[CH2:8][C:9]2[CH:14]=[CH:13][CH:12]=[CH:11][CH:10]=2)[CH2:4][CH2:5]1. (4) The reactants are [NH2:1][CH:2]1[CH2:8][C:7]([CH3:10])([CH3:9])[C:6]2[CH:11]=[CH:12][C:13]([N+:15]([O-:17])=[O:16])=[CH:14][C:5]=2[N:4]([CH2:18][CH3:19])[C:3]1=[O:20].[F:21][C:22]([F:33])([F:32])[C:23](O[C:23](=[O:24])[C:22]([F:33])([F:32])[F:21])=[O:24].N1C=CC=CC=1. The catalyst is C(Cl)Cl. The product is [CH2:18]([N:4]1[C:3](=[O:20])[CH:2]([NH:1][C:23](=[O:24])[C:22]([F:33])([F:32])[F:21])[CH2:8][C:7]([CH3:10])([CH3:9])[C:6]2[CH:11]=[CH:12][C:13]([N+:15]([O-:17])=[O:16])=[CH:14][C:5]1=2)[CH3:19]. The yield is 0.990. (5) The reactants are [C:1]1([CH3:10])[CH:6]=[CH:5][C:4](B(O)O)=[CH:3][CH:2]=1.Br[C:12]1[CH:13]=[N:14][CH:15]=[CH:16][CH:17]=1.C([O-])([O-])=O.[Na+].[Na+]. The catalyst is C1(C)C=CC=CC=1.O.C1C=CC([P]([Pd]([P](C2C=CC=CC=2)(C2C=CC=CC=2)C2C=CC=CC=2)([P](C2C=CC=CC=2)(C2C=CC=CC=2)C2C=CC=CC=2)[P](C2C=CC=CC=2)(C2C=CC=CC=2)C2C=CC=CC=2)(C2C=CC=CC=2)C2C=CC=CC=2)=CC=1. The yield is 0.900. The product is [N:14]1[CH:15]=[CH:16][CH:17]=[C:12]([C:4]2[CH:5]=[CH:6][C:1]([CH3:10])=[CH:2][CH:3]=2)[CH:13]=1.